This data is from Full USPTO retrosynthesis dataset with 1.9M reactions from patents (1976-2016). The task is: Predict the reactants needed to synthesize the given product. (1) Given the product [CH2:1]([O:3][C:4]1[C:5]([F:14])=[C:6]([OH:17])[C:7]([F:10])=[CH:8][CH:9]=1)[CH3:2], predict the reactants needed to synthesize it. The reactants are: [CH2:1]([O:3][C:4]1[C:5]([F:14])=[C:6](B(O)O)[C:7]([F:10])=[CH:8][CH:9]=1)[CH3:2].C(O)(=[O:17])C.OO. (2) Given the product [Cl:1][C:2]1[CH:3]=[C:4]([C:5]2[N:25]=[C:23]([CH2:22][CH:19]3[CH2:21][CH2:20]3)[N:24]=[C:14]([OH:18])[C:15]=2[C:16]#[N:17])[CH:7]=[CH:8][C:9]=1[Cl:10], predict the reactants needed to synthesize it. The reactants are: [Cl:1][C:2]1[CH:3]=[C:4]([CH:7]=[CH:8][C:9]=1[Cl:10])[CH:5]=O.C(O[C:14](=[O:18])[CH2:15][C:16]#[N:17])C.[CH:19]1([CH2:22][C:23]([NH2:25])=[NH:24])[CH2:21][CH2:20]1.C(=O)([O-])[O-].[K+].[K+]. (3) Given the product [C:12]([O:11][C:9]([N:7]1[CH2:8][C:5]([CH2:3][OH:2])([CH3:16])[CH2:6]1)=[O:10])([CH3:15])([CH3:14])[CH3:13], predict the reactants needed to synthesize it. The reactants are: C[O:2][C:3]([C:5]1([CH3:16])[CH2:8][N:7]([C:9]([O:11][C:12]([CH3:15])([CH3:14])[CH3:13])=[O:10])[CH2:6]1)=O.[BH4-].[Li+]. (4) Given the product [Cl:1][C:2]1[CH:3]=[CH:4][C:5]2[N:11]3[CH:12]=[CH:13][CH:14]=[C:10]3[C@@H:9]([C:15]([CH3:30])([CH3:31])[C:16]([N:18]3[CH2:23][CH2:22][CH:21]([CH2:24][C:25]([OH:27])=[O:26])[CH2:20][CH2:19]3)=[O:17])[O:8][C@H:7]([C:32]3[CH:37]=[CH:36][CH:35]=[C:34]([O:38][CH3:39])[C:33]=3[O:40][CH3:41])[C:6]=2[CH:42]=1, predict the reactants needed to synthesize it. The reactants are: [Cl:1][C:2]1[CH:3]=[CH:4][C:5]2[N:11]3[CH:12]=[CH:13][CH:14]=[C:10]3[C@@H:9]([C:15]([CH3:31])([CH3:30])[C:16]([N:18]3[CH2:23][CH2:22][CH:21]([CH2:24][C:25]([O:27]CC)=[O:26])[CH2:20][CH2:19]3)=[O:17])[O:8][C@H:7]([C:32]3[CH:37]=[CH:36][CH:35]=[C:34]([O:38][CH3:39])[C:33]=3[O:40][CH3:41])[C:6]=2[CH:42]=1.C(=O)([O-])[O-].[K+].[K+].